Dataset: NCI-60 drug combinations with 297,098 pairs across 59 cell lines. Task: Regression. Given two drug SMILES strings and cell line genomic features, predict the synergy score measuring deviation from expected non-interaction effect. (1) Drug 1: C1CC(=O)NC(=O)C1N2CC3=C(C2=O)C=CC=C3N. Drug 2: CN(C(=O)NC(C=O)C(C(C(CO)O)O)O)N=O. Cell line: NCI/ADR-RES. Synergy scores: CSS=5.99, Synergy_ZIP=3.31, Synergy_Bliss=-2.87, Synergy_Loewe=-0.569, Synergy_HSA=-2.70. (2) Drug 2: C1=NC2=C(N=C(N=C2N1C3C(C(C(O3)CO)O)O)F)N. Drug 1: C1=CC(=C2C(=C1NCCNCCO)C(=O)C3=C(C=CC(=C3C2=O)O)O)NCCNCCO. Cell line: OVCAR3. Synergy scores: CSS=24.9, Synergy_ZIP=-2.83, Synergy_Bliss=-0.600, Synergy_Loewe=-9.23, Synergy_HSA=-0.938.